This data is from Reaction yield outcomes from USPTO patents with 853,638 reactions. The task is: Predict the reaction yield, written as a fraction of the theoretical maximum amount of product (1.0 means a 100% yield; for example, 0.34 means a 34% yield). The reactants are [CH2:1]([C:3]([C:21]1[CH:26]=[CH:25][C:24]([OH:27])=[C:23]([CH3:28])[CH:22]=1)([C:6]1[CH:11]=[CH:10][C:9]([CH2:12][CH2:13][CH:14]([OH:19])[C:15]([CH3:18])([CH3:17])[CH3:16])=[C:8]([CH3:20])[CH:7]=1)[CH2:4][CH3:5])[CH3:2].[H-].[Na+].Br.Br[CH2:33][CH2:34][NH2:35].[NH4+].[Cl-]. The catalyst is C1COCC1.CN(C=O)C.O. The product is [NH2:35][CH2:34][CH2:33][O:27][C:24]1[CH:25]=[CH:26][C:21]([C:3]([C:6]2[CH:11]=[CH:10][C:9]([CH2:12][CH2:13][CH:14]([OH:19])[C:15]([CH3:17])([CH3:18])[CH3:16])=[C:8]([CH3:20])[CH:7]=2)([CH2:4][CH3:5])[CH2:1][CH3:2])=[CH:22][C:23]=1[CH3:28]. The yield is 0.500.